Dataset: Full USPTO retrosynthesis dataset with 1.9M reactions from patents (1976-2016). Task: Predict the reactants needed to synthesize the given product. (1) Given the product [OH:28][CH2:27][CH:25]1[CH2:24][CH:23]([O:22][C:21]2[CH:20]=[CH:19][C:18]([N:15]3[C:14]4[CH:33]=[CH:34][C:11]([C:9]([NH:8][CH2:7][C:3]5[CH:2]=[N:1][CH:6]=[CH:5][CH:4]=5)=[O:10])=[CH:12][C:13]=4[N:17]=[CH:16]3)=[CH:32][CH:31]=2)[CH2:26]1, predict the reactants needed to synthesize it. The reactants are: [N:1]1[CH:6]=[CH:5][CH:4]=[C:3]([CH2:7][NH:8][C:9]([C:11]2[CH:34]=[CH:33][C:14]3[N:15]([C:18]4[CH:32]=[CH:31][C:21]([O:22][CH:23]5[CH2:26][CH:25]([C:27](OC)=[O:28])[CH2:24]5)=[CH:20][CH:19]=4)[CH:16]=[N:17][C:13]=3[CH:12]=2)=[O:10])[CH:2]=1.[BH4-].[Na+].CO. (2) Given the product [Br:1][C:2]1[CH:10]=[CH:9][C:5]([C:6]([O:8][CH3:14])=[O:7])=[C:4]([N+:11]([O-:13])=[O:12])[CH:3]=1, predict the reactants needed to synthesize it. The reactants are: [Br:1][C:2]1[CH:10]=[CH:9][C:5]([C:6]([OH:8])=[O:7])=[C:4]([N+:11]([O-:13])=[O:12])[CH:3]=1.[C:14](=O)([O-])[O-].[K+].[K+].S(OC)(OC)(=O)=O. (3) Given the product [ClH:33].[NH2:1][C:2]1[N:3]=[C:4]([NH:17][CH:18]2[CH2:23][CH2:22][N:21]([S:24]([C:27]3[CH:28]=[N:29][C:30]([N:36]4[CH2:37][CH:38]([CH3:40])[N:39]=[C:35]4[CH3:34])=[CH:31][CH:32]=3)(=[O:26])=[O:25])[CH2:20][CH2:19]2)[S:5][C:6]=1[C:7]([C:9]1[C:14]([F:15])=[CH:13][CH:12]=[CH:11][C:10]=1[F:16])=[O:8], predict the reactants needed to synthesize it. The reactants are: [NH2:1][C:2]1[N:3]=[C:4]([NH:17][CH:18]2[CH2:23][CH2:22][N:21]([S:24]([C:27]3[CH:28]=[N:29][C:30]([Cl:33])=[CH:31][CH:32]=3)(=[O:26])=[O:25])[CH2:20][CH2:19]2)[S:5][C:6]=1[C:7]([C:9]1[C:14]([F:15])=[CH:13][CH:12]=[CH:11][C:10]=1[F:16])=[O:8].[CH3:34][C:35]1[NH:36][CH2:37][CH:38]([CH3:40])[N:39]=1. (4) The reactants are: [Cl:1][C:2]1[N:3]=[C:4]([N:21]2[CH2:26][CH2:25][O:24][CH2:23][CH2:22]2)[C:5]2[N:11]=[CH:10][C:9]([CH2:12][N:13]3[CH:17]=C(COC)N=N3)=[CH:8][C:6]=2[N:7]=1.N1C[CH2:31][O:30][CH2:29][CH2:28]1.C(N(CC)CC)C.C([O-])(O)=O.[Na+]. Given the product [Cl:1][C:2]1[N:3]=[C:4]([N:21]2[CH2:26][CH2:25][O:24][CH2:23][CH2:22]2)[C:5]2[N:11]=[CH:10][C:9]([CH2:12][N:13]3[CH2:28][CH2:29][O:30][CH2:31][CH2:17]3)=[CH:8][C:6]=2[N:7]=1, predict the reactants needed to synthesize it. (5) Given the product [Cl:19][C:12]1[CH:13]=[CH:14][CH:15]=[C:16]2[C:11]=1[N:10]=[CH:9][C:8]([CH3:17])=[C:1]2[C:2]1[CH:3]=[C:4]([OH:20])[CH:5]=[CH:6][CH:7]=1, predict the reactants needed to synthesize it. The reactants are: [CH2:1]([C:8]1[CH:9]=[N:10][C:11]2[C:16]([C:17]=1Br)=[CH:15][CH:14]=[CH:13][C:12]=2[Cl:19])[C:2]1[CH:7]=[CH:6][CH:5]=[CH:4][CH:3]=1.[OH:20]C1C=C(B(O)O)C=CC=1. (6) Given the product [Cl:16][C:17]1[N:18]=[C:19]([Cl:24])[N:20]=[C:21]([NH:13][C:10]2[CH:11]=[C:12]3[C:7](=[CH:8][CH:9]=2)[N:6]=[C:5]([CH3:14])[CH:4]=[C:3]3[N:2]([CH3:15])[CH3:1])[N:22]=1, predict the reactants needed to synthesize it. The reactants are: [CH3:1][N:2]([CH3:15])[C:3]1[C:12]2[C:7](=[CH:8][CH:9]=[C:10]([NH2:13])[CH:11]=2)[N:6]=[C:5]([CH3:14])[CH:4]=1.[Cl:16][C:17]1[N:22]=[C:21](Cl)[N:20]=[C:19]([Cl:24])[N:18]=1.C(=O)([O-])[O-].[K+].[K+]. (7) Given the product [C:16]([O:15][C:13]([NH:1][CH2:2][C:3]1[CH:4]=[CH:5][C:6]([C:7]([O:9][CH3:10])=[O:8])=[CH:11][CH:12]=1)=[O:14])([CH3:19])([CH3:18])[CH3:17], predict the reactants needed to synthesize it. The reactants are: [NH2:1][CH2:2][C:3]1[CH:12]=[CH:11][C:6]([C:7]([O:9][CH3:10])=[O:8])=[CH:5][CH:4]=1.[C:13](O[C:13]([O:15][C:16]([CH3:19])([CH3:18])[CH3:17])=[O:14])([O:15][C:16]([CH3:19])([CH3:18])[CH3:17])=[O:14].O.